Dataset: Peptide-MHC class II binding affinity with 134,281 pairs from IEDB. Task: Regression. Given a peptide amino acid sequence and an MHC pseudo amino acid sequence, predict their binding affinity value. This is MHC class II binding data. (1) The peptide sequence is AAAAPAAVGAAVGGT. The MHC is DRB1_1302 with pseudo-sequence DRB1_1302. The binding affinity (normalized) is 0. (2) The peptide sequence is AYGRGIRYDERPEQL. The MHC is HLA-DPA10301-DPB10402 with pseudo-sequence HLA-DPA10301-DPB10402. The binding affinity (normalized) is 0.0268. (3) The peptide sequence is KTLILLETFVRVNPE. The MHC is DRB1_0405 with pseudo-sequence DRB1_0405. The binding affinity (normalized) is 0.877. (4) The peptide sequence is ERGYVKLEGRVIDLG. The MHC is HLA-DQA10501-DQB10402 with pseudo-sequence HLA-DQA10501-DQB10402. The binding affinity (normalized) is 0.338. (5) The peptide sequence is RTKYTATISGLKPGV. The MHC is DRB1_0301 with pseudo-sequence DRB1_0301. The binding affinity (normalized) is 0.0190. (6) The peptide sequence is TAYEGQRVVFIQPSPV. The MHC is DRB1_0301 with pseudo-sequence DRB1_0301. The binding affinity (normalized) is 0. (7) The peptide sequence is VSSAVPTSWVPQGRT. The MHC is DRB1_1301 with pseudo-sequence DRB1_1301. The binding affinity (normalized) is 0.689. (8) The peptide sequence is TLVSAVAANELGMLED. The MHC is HLA-DQA10201-DQB10402 with pseudo-sequence HLA-DQA10201-DQB10402. The binding affinity (normalized) is 0.409.